This data is from Forward reaction prediction with 1.9M reactions from USPTO patents (1976-2016). The task is: Predict the product of the given reaction. Given the reactants [Cl:1][C:2]1[N:3]=[CH:4][NH:5][C:6]=1[Cl:7].[OH-].[K+].[Br:10][CH2:11][CH2:12][C:13]1[CH:22]=[CH:21][C:20]2[C:15](=[CH:16][CH:17]=[CH:18][CH:19]=2)[CH:14]=1.[Br:23][CH2:24][C:25]1[C:30]([CH3:31])=[C:29]([CH2:32]Br)[C:28]([CH3:34])=[C:27]([CH2:35]Br)[C:26]=1[CH3:37].[CH2:38]1[CH2:42]O[CH2:40][CH2:39]1, predict the reaction product. The product is: [Br-:10].[CH3:37][C:26]1[C:25]([CH2:24][N+:3]2[C:2]([Cl:1])=[C:6]([Cl:7])[N:5]([CH2:11][CH2:12][C:13]3[CH:22]=[CH:21][C:20]4[C:15](=[CH:16][CH:17]=[CH:18][CH:19]=4)[CH:14]=3)[CH:4]=2)=[C:30]([CH3:31])[C:29]([CH2:32][N+:3]2[C:2]([Cl:1])=[C:6]([Cl:7])[N:5]([CH2:40][CH2:39][C:38]3[CH:42]=[CH:40][C:39]4[C:38](=[CH:39][CH:40]=[CH:42][CH:38]=4)[CH:42]=3)[CH:4]=2)=[C:28]([CH3:34])[C:27]=1[CH2:35][N+:3]1[C:2]([Cl:1])=[C:6]([Cl:7])[N:5]([CH2:11][CH2:12][C:13]2[CH:22]=[CH:21][C:20]3[C:15](=[CH:16][CH:17]=[CH:18][CH:19]=3)[CH:14]=2)[CH:4]=1.[Br-:23].[Br-:10].